Dataset: Full USPTO retrosynthesis dataset with 1.9M reactions from patents (1976-2016). Task: Predict the reactants needed to synthesize the given product. (1) Given the product [Br:1][C:2]1[CH:3]=[N:4][C:5]([C:15]2[CH:14]=[CH:13][C:12]([O:11][C:10]([F:9])([F:21])[F:22])=[CH:17][CH:16]=2)=[N:6][CH:7]=1, predict the reactants needed to synthesize it. The reactants are: [Br:1][C:2]1[CH:3]=[N:4][C:5](I)=[N:6][CH:7]=1.[F:9][C:10]([F:22])([F:21])[O:11][C:12]1[CH:17]=[CH:16][C:15](B(O)O)=[CH:14][CH:13]=1.C(=O)([O-])[O-].[Na+].[Na+].O. (2) Given the product [F:1][C:2]1[CH:7]=[CH:6][C:5]([F:8])=[CH:4][C:3]=1[C@H:9]1[CH2:13][CH2:12][CH2:11][N:10]1[C:14]1[CH:15]=[CH:16][C:17]2[N:18]([C:20]([NH:23][C:25]([NH:24][C:27]3[CH:32]=[CH:31][CH:30]=[CH:29][CH:28]=3)=[O:26])=[CH:21][N:22]=2)[N:19]=1, predict the reactants needed to synthesize it. The reactants are: [F:1][C:2]1[CH:7]=[CH:6][C:5]([F:8])=[CH:4][C:3]=1[C@H:9]1[CH2:13][CH2:12][CH2:11][N:10]1[C:14]1[CH:15]=[CH:16][C:17]2[N:18]([C:20]([NH2:23])=[CH:21][N:22]=2)[N:19]=1.[N:24]([C:27]1[CH:32]=[CH:31][CH:30]=[CH:29][CH:28]=1)=[C:25]=[O:26]. (3) Given the product [CH3:1][O:2][C:3]1[CH:12]=[CH:11][C:6]([C:7]([CH:8]=[O:13])=[O:10])=[CH:5][CH:4]=1, predict the reactants needed to synthesize it. The reactants are: [CH3:1][O:2][C:3]1[CH:12]=[CH:11][C:6]([C:7](=[O:10])[CH2:8]Br)=[CH:5][CH:4]=1.[OH2:13]. (4) Given the product [CH3:23][C:11]1[CH:12]=[C:13]([O:14][CH:15]2[CH2:16][CH2:17][O:18][CH2:19][CH2:20]2)[CH:21]=[CH:22][C:10]=1[C:9]1[C:5]2[CH:4]=[C:3]([CH2:2][O:26][C:27]3[N:32]=[CH:31][C:30]([CH:33]([C:40]#[C:41][CH3:42])[CH2:34][C:35]([O:37][CH2:38][CH3:39])=[O:36])=[CH:29][CH:28]=3)[CH:25]=[CH:24][C:6]=2[S:7][CH:8]=1, predict the reactants needed to synthesize it. The reactants are: Br[CH2:2][C:3]1[CH:25]=[CH:24][C:6]2[S:7][CH:8]=[C:9]([C:10]3[CH:22]=[CH:21][C:13]([O:14][CH:15]4[CH2:20][CH2:19][O:18][CH2:17][CH2:16]4)=[CH:12][C:11]=3[CH3:23])[C:5]=2[CH:4]=1.[OH:26][C:27]1[N:32]=[CH:31][C:30]([CH:33]([C:40]#[C:41][CH3:42])[CH2:34][C:35]([O:37][CH2:38][CH3:39])=[O:36])=[CH:29][CH:28]=1. (5) Given the product [NH:11]1[C:15]2[CH:16]=[CH:17][CH:18]=[CH:19][C:14]=2[N:13]=[C:12]1[C:20]1[C:21]([CH3:27])=[C:22]([NH:23][C:53](=[O:68])[C:54]2[CH:59]=[CH:58][C:57]([N:60]3[CH2:61][C@@H:62]([CH3:67])[O:63][C@@H:64]([CH3:66])[CH2:65]3)=[N:56][CH:55]=2)[CH:24]=[CH:25][CH:26]=1, predict the reactants needed to synthesize it. The reactants are: ClC1C=CC(C(O)=O)=CN=1.[NH:11]1[C:15]2[CH:16]=[CH:17][CH:18]=[CH:19][C:14]=2[N:13]=[C:12]1[C:20]1[C:21]([CH3:27])=[C:22]([CH:24]=[CH:25][CH:26]=1)[NH2:23].C[C@@H]1O[C@H](C)CNC1.N1C2C=CC=CC=2N=C1C1C=C(N[C:53](=[O:68])[C:54]2[CH:59]=[CH:58][C:57]([N:60]3[CH2:65][C@@H:64]([CH3:66])[O:63][C@@H:62]([CH3:67])[CH2:61]3)=[N:56][CH:55]=2)C=CC=1Cl. (6) Given the product [Br:1][C:2]1[CH:3]=[CH:4][C:5]2[N:6]([C:8]([C:11]([F:20])([F:19])[C:12]3[CH:13]=[CH:14][C:15]4[N:16]([CH:29]=[C:30]([NH:32][C:33]([CH:35]5[CH2:37][CH2:36]5)=[O:34])[N:18]=4)[N:17]=3)=[N:9][N:10]=2)[CH:7]=1, predict the reactants needed to synthesize it. The reactants are: [Br:1][C:2]1[CH:3]=[CH:4][C:5]2[N:6]([C:8]([C:11]([F:20])([F:19])[C:12]3[N:17]=[N:16][C:15]([NH2:18])=[CH:14][CH:13]=3)=[N:9][N:10]=2)[CH:7]=1.P([O-])([O-])(O)=O.[Na+].[Na+].Br[CH2:29][C:30]([NH:32][C:33]([CH:35]1[CH2:37][CH2:36]1)=[O:34])=O.[I-].[K+]. (7) Given the product [Cl:38][C:39]1[N:44]=[CH:43][N:42]=[C:41]([NH:17][C:16]2[CH:18]=[CH:19][C:13]([N:10]3[CH2:11][CH2:12][N:7]([CH:4]4[CH2:3][CH2:2][O:1][CH2:6][CH2:5]4)[CH2:8][CH2:9]3)=[CH:14][CH:15]=2)[N:40]=1, predict the reactants needed to synthesize it. The reactants are: [O:1]1[CH2:6][CH2:5][CH:4]([N:7]2[CH2:12][CH2:11][N:10]([C:13]3[CH:19]=[CH:18][C:16]([NH2:17])=[CH:15][CH:14]=3)[CH2:9][CH2:8]2)[CH2:3][CH2:2]1.N1C=CC(N2CCNCC2)=CC=1.C(=O)([O-])[O-].[K+].[K+].[Cl:38][C:39]1[N:44]=[C:43](Cl)[N:42]=[CH:41][N:40]=1.